From a dataset of Forward reaction prediction with 1.9M reactions from USPTO patents (1976-2016). Predict the product of the given reaction. (1) Given the reactants NC1C=C2C(C=NC(C)=N2)=CC=1.[CH2:13]1[C@@H:17]2[CH:18]3C(=O)[O:22][C:20](=[O:21])[CH:19]3[C@H:14]1[CH:15]=[CH:16]2, predict the reaction product. The product is: [CH:14]12[CH2:13][CH:17]([CH:16]=[CH:15]1)[CH2:18][CH:19]2[C:20]([OH:22])=[O:21]. (2) The product is: [C:20]([C:24]1[CH:29]=[C:28]([CH2:30][OH:31])[C:27]([CH3:32])=[CH:26][C:25]=1[S:33][C:3]1[C:4](=[O:19])[O:5][C:6]([CH:16]([CH3:17])[CH3:18])([CH2:8][CH2:9][C:10]2[CH:11]=[N:12][CH:13]=[CH:14][CH:15]=2)[CH2:7][C:2]=1[OH:1])([CH3:23])([CH3:22])[CH3:21]. Given the reactants [OH:1][C:2]1[CH2:7][C:6]([CH:16]([CH3:18])[CH3:17])([CH2:8][CH2:9][C:10]2[CH:11]=[N:12][CH:13]=[CH:14][CH:15]=2)[O:5][C:4](=[O:19])[CH:3]=1.[C:20]([C:24]1[CH:29]=[C:28]([CH2:30][OH:31])[C:27]([CH3:32])=[CH:26][C:25]=1[S:33]S(C1C=CC(C)=CC=1)(=O)=O)([CH3:23])([CH3:22])[CH3:21].C(=O)([O-])[O-].[K+].[K+], predict the reaction product. (3) Given the reactants Br[C:2]1[C:3](=[O:18])[C:4](=[O:17])[C:5]2[CH:6]=[CH:7][C:8]3[C:13]([C:14]=2[CH:15]=1)=[CH:12][C:11](Br)=[CH:10][CH:9]=3.[CH2:19]=[CH:20][C:21]1[CH:26]=[CH:25][CH:24]=[CH:23][CH:22]=1, predict the reaction product. The product is: [CH:19]([C:12]1[CH:11]=[CH:10][C:9]2[C:4](=[O:17])[C:3](=[O:18])[C:2]3[C:7]([C:8]=2[CH:13]=1)=[CH:6][C:5]([CH:7]=[CH:6][C:5]1[CH:14]=[CH:15][CH:2]=[CH:3][CH:4]=1)=[CH:14][CH:15]=3)=[CH:20][C:21]1[CH:26]=[CH:25][CH:24]=[CH:23][CH:22]=1.